Dataset: NCI-60 drug combinations with 297,098 pairs across 59 cell lines. Task: Regression. Given two drug SMILES strings and cell line genomic features, predict the synergy score measuring deviation from expected non-interaction effect. (1) Drug 1: CCCS(=O)(=O)NC1=C(C(=C(C=C1)F)C(=O)C2=CNC3=C2C=C(C=N3)C4=CC=C(C=C4)Cl)F. Synergy scores: CSS=23.2, Synergy_ZIP=-3.27, Synergy_Bliss=-5.98, Synergy_Loewe=-4.79, Synergy_HSA=-4.75. Cell line: LOX IMVI. Drug 2: CC1CCCC2(C(O2)CC(NC(=O)CC(C(C(=O)C(C1O)C)(C)C)O)C(=CC3=CSC(=N3)C)C)C. (2) Drug 1: CN1C(=O)N2C=NC(=C2N=N1)C(=O)N. Drug 2: C1CCC(C(C1)N)N.C(=O)(C(=O)[O-])[O-].[Pt+4]. Cell line: HCT116. Synergy scores: CSS=48.2, Synergy_ZIP=-3.71, Synergy_Bliss=-3.57, Synergy_Loewe=-11.7, Synergy_HSA=0.131. (3) Drug 1: CC12CCC3C(C1CCC2=O)CC(=C)C4=CC(=O)C=CC34C. Drug 2: C1=CC=C(C=C1)NC(=O)CCCCCCC(=O)NO. Cell line: OVCAR-8. Synergy scores: CSS=76.0, Synergy_ZIP=-5.03, Synergy_Bliss=0.662, Synergy_Loewe=-4.98, Synergy_HSA=2.67. (4) Drug 1: CC1=C(C(CCC1)(C)C)C=CC(=CC=CC(=CC(=O)O)C)C. Drug 2: C1=NC2=C(N1)C(=S)N=CN2. Cell line: HCC-2998. Synergy scores: CSS=25.1, Synergy_ZIP=0.365, Synergy_Bliss=2.52, Synergy_Loewe=-23.1, Synergy_HSA=-0.388. (5) Drug 1: C1=CC(=CC=C1C#N)C(C2=CC=C(C=C2)C#N)N3C=NC=N3. Drug 2: C1CN1C2=NC(=NC(=N2)N3CC3)N4CC4. Cell line: TK-10. Synergy scores: CSS=11.2, Synergy_ZIP=-6.03, Synergy_Bliss=-1.26, Synergy_Loewe=-2.13, Synergy_HSA=-0.173. (6) Drug 1: CCCCCOC(=O)NC1=NC(=O)N(C=C1F)C2C(C(C(O2)C)O)O. Drug 2: CCC1=C2CN3C(=CC4=C(C3=O)COC(=O)C4(CC)O)C2=NC5=C1C=C(C=C5)O. Cell line: BT-549. Synergy scores: CSS=16.7, Synergy_ZIP=-1.13, Synergy_Bliss=4.50, Synergy_Loewe=-19.8, Synergy_HSA=2.83. (7) Drug 1: CN1C2=C(C=C(C=C2)N(CCCl)CCCl)N=C1CCCC(=O)O.Cl. Drug 2: CS(=O)(=O)OCCCCOS(=O)(=O)C. Cell line: SK-OV-3. Synergy scores: CSS=0.502, Synergy_ZIP=-0.747, Synergy_Bliss=-0.357, Synergy_Loewe=-1.21, Synergy_HSA=-0.605. (8) Synergy scores: CSS=64.2, Synergy_ZIP=-0.125, Synergy_Bliss=0.0619, Synergy_Loewe=-1.72, Synergy_HSA=-0.414. Cell line: SW-620. Drug 1: CC1C(C(CC(O1)OC2CC(OC(C2O)C)OC3=CC4=CC5=C(C(=O)C(C(C5)C(C(=O)C(C(C)O)O)OC)OC6CC(C(C(O6)C)O)OC7CC(C(C(O7)C)O)OC8CC(C(C(O8)C)O)(C)O)C(=C4C(=C3C)O)O)O)O. Drug 2: C1CCC(C(C1)N)N.C(=O)(C(=O)[O-])[O-].[Pt+4].